This data is from Catalyst prediction with 721,799 reactions and 888 catalyst types from USPTO. The task is: Predict which catalyst facilitates the given reaction. Reactant: [CH3:1][O:2][C:3](=[O:31])[CH:4]([O:26][C:27]([CH3:30])([CH3:29])[CH3:28])[C:5]1[C:10]([CH3:11])=[CH:9][C:8](I)=[C:7]([CH:13]2[CH2:15][CH2:14]2)[C:6]=1[C:16]1[CH:17]=[C:18]2[C:23](=[CH:24][CH:25]=1)[O:22][CH2:21][CH2:20][CH2:19]2.C(=O)([O-])[O-].[K+].[K+].[C:38]1(B2OC(C)(C)C(C)(C)O2)[CH:43]=[CH:42][CH:41]=[CH:40][CH:39]=1. Product: [CH3:1][O:2][C:3](=[O:31])[CH:4]([O:26][C:27]([CH3:30])([CH3:29])[CH3:28])[C:5]1[C:10]([CH3:11])=[CH:9][C:8]([C:38]2[CH:43]=[CH:42][CH:41]=[CH:40][CH:39]=2)=[C:7]([CH:13]2[CH2:15][CH2:14]2)[C:6]=1[C:16]1[CH:17]=[C:18]2[C:23](=[CH:24][CH:25]=1)[O:22][CH2:21][CH2:20][CH2:19]2. The catalyst class is: 70.